Dataset: Reaction yield outcomes from USPTO patents with 853,638 reactions. Task: Predict the reaction yield, written as a fraction of the theoretical maximum amount of product (1.0 means a 100% yield; for example, 0.34 means a 34% yield). (1) The yield is 0.980. The catalyst is O. The product is [CH3:1][C:2]1[O:19][C:12]([C:13]2[CH:18]=[CH:17][CH:16]=[CH:15][CH:14]=2)=[N:20][N:21]=1. The reactants are [C:1](OCC)(OCC)(OCC)[CH3:2].[C:12]([NH:20][NH2:21])(=[O:19])[C:13]1[CH:18]=[CH:17][CH:16]=[CH:15][CH:14]=1. (2) The reactants are O[CH2:2][C:3]1[O:7][N:6]=[C:5]([N:8]2[CH2:13][CH2:12][N:11]([C:14]([O:16][C:17]([CH3:20])([CH3:19])[CH3:18])=[O:15])[CH2:10][CH2:9]2)[N:4]=1.[Cl:21]CCl.N1C=CC=CC=1.S(Cl)(Cl)=O. The catalyst is C(OCC)(=O)C. The product is [Cl:21][CH2:2][C:3]1[O:7][N:6]=[C:5]([N:8]2[CH2:13][CH2:12][N:11]([C:14]([O:16][C:17]([CH3:20])([CH3:19])[CH3:18])=[O:15])[CH2:10][CH2:9]2)[N:4]=1. The yield is 0.610. (3) The reactants are [C:1]([C:3]1[CH:8]=[CH:7][C:6]([N:9]2[C:13](=[O:14])[C:12]([CH3:16])([CH3:15])[N:11]([C:17]3[CH:36]=[CH:35][C:20]([O:21][CH:22]4[CH:26]([OH:27])[CH2:25][N:24](C(OC(C)(C)C)=O)[CH2:23]4)=[C:19]([F:37])[CH:18]=3)[C:10]2=[S:38])=[CH:5][C:4]=1[C:39]([F:42])([F:41])[F:40])#[N:2].[ClH:43]. The catalyst is CO. The product is [ClH:43].[F:37][C:19]1[CH:18]=[C:17]([N:11]2[C:12]([CH3:15])([CH3:16])[C:13](=[O:14])[N:9]([C:6]3[CH:7]=[CH:8][C:3]([C:1]#[N:2])=[C:4]([C:39]([F:42])([F:40])[F:41])[CH:5]=3)[C:10]2=[S:38])[CH:36]=[CH:35][C:20]=1[O:21][CH:22]1[CH:26]([OH:27])[CH2:25][NH:24][CH2:23]1. The yield is 0.983. (4) The reactants are [N+:1]([C:4]1[CH:9]=[CH:8][C:7]([C:10]2[CH:15]=[CH:14][C:13]([C:16]([OH:18])=O)=[CH:12][CH:11]=2)=[CH:6][CH:5]=1)([O-:3])=[O:2].C(Cl)(=O)C(Cl)=O.Cl.[CH3:26][NH:27][C@H:28]([C:32]([O:34][CH3:35])=[O:33])[CH:29]([CH3:31])[CH3:30].C(N(CC)CC)C. The catalyst is C(Cl)Cl.CN(C)C=O. The product is [CH3:26][N:27]([C:16]([C:13]1[CH:12]=[CH:11][C:10]([C:7]2[CH:6]=[CH:5][C:4]([N+:1]([O-:3])=[O:2])=[CH:9][CH:8]=2)=[CH:15][CH:14]=1)=[O:18])[C@H:28]([C:32]([O:34][CH3:35])=[O:33])[CH:29]([CH3:31])[CH3:30]. The yield is 0.920. (5) The reactants are [CH:1]([C:3]1[CH:13]=[CH:12][C:6]([C:7]([O:9][CH2:10][CH3:11])=[O:8])=[C:5]([CH3:14])[CH:4]=1)=O.[C:15](=O)([O-])[O-].[K+].[K+]. The catalyst is O1CCOCC1.[Br-].C[P+](C1C=CC=CC=1)(C1C=CC=CC=1)C1C=CC=CC=1. The product is [CH3:14][C:5]1[CH:4]=[C:3]([CH:1]=[CH2:15])[CH:13]=[CH:12][C:6]=1[C:7]([O:9][CH2:10][CH3:11])=[O:8]. The yield is 0.720. (6) The reactants are Cl[C:2]1[N:11]=[CH:10][C:9]2[N:8]([C@H:12]([C:14]3[CH:19]=[CH:18][C:17]([Cl:20])=[CH:16][CH:15]=3)[CH3:13])[C:7](=[O:21])[CH:6]3[CH2:22][O:23][CH2:24][CH2:25][N:5]3[C:4]=2[N:3]=1.[CH3:26][NH:27][C:28]([NH:30][C:31]1[CH:36]=[CH:35][C:34](B2OC(C)(C)C(C)(C)O2)=[CH:33][CH:32]=1)=[O:29].C([O-])(O)=O.[Na+]. The catalyst is Cl[Pd]Cl.C1(P(C2C=CC=CC=2)[C-]2C=CC=C2)C=CC=CC=1.[C-]1(P(C2C=CC=CC=2)C2C=CC=CC=2)C=CC=C1.[Fe+2].O1CCOCC1. The product is [Cl:20][C:17]1[CH:16]=[CH:15][C:14]([C@@H:12]([N:8]2[C:7](=[O:21])[CH:6]3[CH2:22][O:23][CH2:24][CH2:25][N:5]3[C:4]3[N:3]=[C:2]([C:34]4[CH:33]=[CH:32][C:31]([NH:30][C:28]([NH:27][CH3:26])=[O:29])=[CH:36][CH:35]=4)[N:11]=[CH:10][C:9]2=3)[CH3:13])=[CH:19][CH:18]=1. The yield is 0.160.